Dataset: Forward reaction prediction with 1.9M reactions from USPTO patents (1976-2016). Task: Predict the product of the given reaction. (1) The product is: [CH2:1]([O:8][C:9]1[C:14]([F:15])=[CH:13][CH:12]=[CH:11][C:10]=1[CH2:16][C:17]([O:24][CH3:22])=[O:19])[C:2]1[CH:7]=[CH:6][CH:5]=[CH:4][CH:3]=1. Given the reactants [CH2:1]([O:8][C:9]1[C:14]([F:15])=[CH:13][CH:12]=[CH:11][C:10]=1[CH2:16][C:17]#N)[C:2]1[CH:7]=[CH:6][CH:5]=[CH:4][CH:3]=1.[OH-:19].[Na+].Cl.[CH2:22]([OH:24])C, predict the reaction product. (2) Given the reactants C[O:2][C:3]([C:5]1[CH:22]=[C:21]2[C:8]([S:9](=[O:25])(=[O:24])[NH:10][C:11]3[C:20]2=[CH:19][C:18]([Cl:23])=[C:17]2[C:12]=3[N:13]=[CH:14][CH:15]=[CH:16]2)=[CH:7][CH:6]=1)=[O:4].[Li+].[OH-].CO.O, predict the reaction product. The product is: [Cl:23][C:18]1[CH:19]=[C:20]2[C:11](=[C:12]3[C:17]=1[CH:16]=[CH:15][CH:14]=[N:13]3)[NH:10][S:9](=[O:25])(=[O:24])[C:8]1[C:21]2=[CH:22][C:5]([C:3]([OH:4])=[O:2])=[CH:6][CH:7]=1. (3) Given the reactants Br[C:2]1[CH:7]=[CH:6][CH:5]=[CH:4][C:3]=1[Cl:8].[CH:9]([C:11]1[CH:12]=[C:13](B(O)O)[CH:14]=[CH:15][CH:16]=1)=[O:10].C(=O)([O-])[O-].[Na+].[Na+].C(OCC)(=O)C, predict the reaction product. The product is: [CH:9]([C:11]1[CH:16]=[C:15]([C:2]2[CH:7]=[CH:6][CH:5]=[CH:4][C:3]=2[Cl:8])[CH:14]=[CH:13][CH:12]=1)=[O:10]. (4) Given the reactants [NH:1]1[CH2:6][CH2:5][O:4][CH2:3][CH2:2]1.C(N(C(C)C)CC)(C)C.[S:16]1[CH:20]=[CH:19][CH:18]=[C:17]1[C:21](Cl)=[O:22], predict the reaction product. The product is: [S:16]1[CH:20]=[CH:19][CH:18]=[C:17]1[C:21]([N:1]1[CH2:6][CH2:5][O:4][CH2:3][CH2:2]1)=[O:22]. (5) Given the reactants N#N.[CH:3](O)=[O:4].CC(OC(C)=O)=O.[NH2:13][CH:14]([C:20]#[N:21])[C:15]([O:17][CH2:18][CH3:19])=[O:16], predict the reaction product. The product is: [C:20]([CH:14]([NH:13][CH:3]=[O:4])[C:15]([O:17][CH2:18][CH3:19])=[O:16])#[N:21]. (6) The product is: [Cl:24][C:20]1[N:19]=[C:18]([O:17][C:13]2[CH:14]=[C:15]([CH3:16])[C:7]3[CH:6]([CH2:5][C:4]([OH:25])=[O:3])[O:10][B:9]([OH:11])[C:8]=3[CH:12]=2)[CH:23]=[N:22][CH:21]=1. Given the reactants C([O:3][C:4](=[O:25])[CH2:5][CH:6]1[O:10][B:9]([OH:11])[C:8]2[CH:12]=[C:13]([O:17][C:18]3[CH:23]=[N:22][CH:21]=[C:20]([Cl:24])[N:19]=3)[CH:14]=[C:15]([CH3:16])[C:7]1=2)C.[Li+].[OH-].Cl, predict the reaction product. (7) Given the reactants [OH:1][C:2]1[CH:7]=[CH:6][C:5]([CH2:8][CH2:9][N:10]2[C:18]3[N:17]=[C:16]([C:19]45[CH2:26][CH2:25][C:22]([C:27]([OH:29])=[O:28])([CH2:23][CH2:24]4)[CH2:21][CH2:20]5)[NH:15][C:14]=3[C:13](=[O:30])[N:12]([CH2:31][CH2:32][CH3:33])[C:11]2=[O:34])=[CH:4][CH:3]=1.[OH-].[Na+].[I:37]I, predict the reaction product. The product is: [OH:1][C:2]1[CH:7]=[CH:6][C:5]([CH2:8][CH2:9][N:10]2[C:18]3[N:17]=[C:16]([C:19]45[CH2:20][CH2:21][C:22]([C:27]([OH:29])=[O:28])([CH2:25][CH2:26]4)[CH2:23][CH2:24]5)[NH:15][C:14]=3[C:13](=[O:30])[N:12]([CH2:31][CH2:32][CH3:33])[C:11]2=[O:34])=[CH:4][C:3]=1[I:37].